This data is from Reaction yield outcomes from USPTO patents with 853,638 reactions. The task is: Predict the reaction yield, written as a fraction of the theoretical maximum amount of product (1.0 means a 100% yield; for example, 0.34 means a 34% yield). (1) The reactants are [CH2:1]([O:3][P:4](/[CH:9]=[CH:10]/[C:11]1[C:12]([O:22][CH2:23][C:24]2[CH:48]=[CH:47][C:27]([O:28][CH2:29][C:30]3[N:31]=[C:32]([N:36]4[CH2:41][CH2:40][CH:39]([C:42]([O:44]CC)=[O:43])[CH2:38][CH2:37]4)[S:33][C:34]=3[CH3:35])=[C:26]([O:49][CH3:50])[CH:25]=2)=[N:13][N:14]([C:16]2[CH:21]=[CH:20][CH:19]=[CH:18][CH:17]=2)[CH:15]=1)([O:6][CH2:7][CH3:8])=[O:5])[CH3:2].O1CCCC1.[OH-].[Na+].Cl. The catalyst is O.C(O)C. The product is [CH2:7]([O:6][P:4](/[CH:9]=[CH:10]/[C:11]1[C:12]([O:22][CH2:23][C:24]2[CH:48]=[CH:47][C:27]([O:28][CH2:29][C:30]3[N:31]=[C:32]([N:36]4[CH2:37][CH2:38][CH:39]([C:42]([OH:44])=[O:43])[CH2:40][CH2:41]4)[S:33][C:34]=3[CH3:35])=[C:26]([O:49][CH3:50])[CH:25]=2)=[N:13][N:14]([C:16]2[CH:21]=[CH:20][CH:19]=[CH:18][CH:17]=2)[CH:15]=1)([O:3][CH2:1][CH3:2])=[O:5])[CH3:8]. The yield is 0.850. (2) The reactants are [CH:1]1([N:4]2[CH:8]=[N:7][N:6]=[C:5]2[C:9]2[N:14]=[C:13]([NH:15]C(=O)OCC3C=CC=CC=3)[CH:12]=[CH:11][CH:10]=2)[CH2:3][CH2:2]1. The catalyst is [Pd]. The product is [CH:1]1([N:4]2[CH:8]=[N:7][N:6]=[C:5]2[C:9]2[N:14]=[C:13]([NH2:15])[CH:12]=[CH:11][CH:10]=2)[CH2:3][CH2:2]1. The yield is 0.950. (3) The reactants are CN(C(ON1N=NC2C=CC=NC1=2)=[N+](C)C)C.F[P-](F)(F)(F)(F)F.[C@@H:25]1([NH2:32])[CH2:30][CH2:29][CH2:28][CH2:27][C@@H:26]1[NH2:31].[CH3:33][O:34][C:35]1[CH:36]=[C:37]2[C:41](=[CH:42][CH:43]=1)[N:40]([CH3:44])[N:39]=[C:38]2[C:45]1[N:46]=[C:47]2[C:53]([C:54](O)=[O:55])=[CH:52][N:51]([CH2:57][O:58][CH2:59][CH2:60][Si:61]([CH3:64])([CH3:63])[CH3:62])[C:48]2=[N:49][CH:50]=1. The catalyst is CN(C=O)C. The product is [NH2:31][C@H:26]1[CH2:27][CH2:28][CH2:29][CH2:30][C@H:25]1[NH:32][C:54]([C:53]1[C:47]2[C:48](=[N:49][CH:50]=[C:45]([C:38]3[C:37]4[C:41](=[CH:42][CH:43]=[C:35]([O:34][CH3:33])[CH:36]=4)[N:40]([CH3:44])[N:39]=3)[N:46]=2)[N:51]([CH2:57][O:58][CH2:59][CH2:60][Si:61]([CH3:62])([CH3:64])[CH3:63])[CH:52]=1)=[O:55]. The yield is 0.217. (4) The reactants are [C:1]1(=[O:14])[N:5]([CH2:6][CH2:7][OH:8])[C:4](=[O:9])[C:3]2=[CH:10][CH:11]=[CH:12][CH:13]=[C:2]12.[H-].[Na+].[CH2:17](Br)[C:18]#[CH:19].CO. The catalyst is CN(C)C=O. The product is [C:4]1(=[O:9])[N:5]([CH2:6][CH2:7][O:8][CH2:19][C:18]#[CH:17])[C:1](=[O:14])[C:2]2=[CH:13][CH:12]=[CH:11][CH:10]=[C:3]12. The yield is 0.362. (5) The reactants are [Cl:1][C:2]1[CH:10]=[C:9]2[C:5]([CH:6]=[CH:7][NH:8]2)=[CH:4][CH:3]=1.[F:11][C:12]([F:23])([F:22])[C:13](O[C:13](=[O:14])[C:12]([F:23])([F:22])[F:11])=[O:14].O. The catalyst is O1CCCC1. The product is [Cl:1][C:2]1[CH:10]=[C:9]2[C:5]([C:6]([C:13](=[O:14])[C:12]([F:23])([F:22])[F:11])=[CH:7][NH:8]2)=[CH:4][CH:3]=1. The yield is 0.930. (6) The reactants are [K].[CH3:2][O:3][C:4]1[CH:9]=[C:8]([N+:10]([O-])=O)[CH:7]=[CH:6][C:5]=1[OH:13].Br[CH2:15][CH2:16][N:17]1[CH:21]=[CH:20][CH:19]=[CH:18]1. No catalyst specified. The product is [N:17]1([CH2:16][CH2:15][O:13][C:5]2[CH:6]=[CH:7][C:8]([NH2:10])=[CH:9][C:4]=2[O:3][CH3:2])[CH:21]=[CH:20][CH:19]=[CH:18]1. The yield is 0.760. (7) The reactants are [C:1]([O:5][C:6]([N:8]1[CH2:13][CH2:12][CH:11]([O:14][C:15]2[C:20]([C:21](=[O:23])[NH2:22])=[CH:19][C:18]([N+:24]([O-])=O)=[C:17]([CH3:27])[CH:16]=2)[CH2:10][CH2:9]1)=[O:7])([CH3:4])([CH3:3])[CH3:2]. The catalyst is CO.[Pd]. The product is [C:1]([O:5][C:6]([N:8]1[CH2:13][CH2:12][CH:11]([O:14][C:15]2[C:20]([C:21](=[O:23])[NH2:22])=[CH:19][C:18]([NH2:24])=[C:17]([CH3:27])[CH:16]=2)[CH2:10][CH2:9]1)=[O:7])([CH3:4])([CH3:3])[CH3:2]. The yield is 0.930. (8) The reactants are [Br:1][C:2]1[C:6]2[CH2:7][N:8]([C:11](OC(C)(C)C)=[O:12])[CH2:9][CH2:10][C:5]=2[N:4]([C@H:18]2[CH2:22][CH2:21][O:20][CH2:19]2)[N:3]=1.F[C:24](F)(F)C(O)=O.C(N(CC)CC)C.C(OC(=O)C)(=O)C. The catalyst is C(Cl)Cl. The product is [Br:1][C:2]1[C:6]2[CH2:7][N:8]([C:11](=[O:12])[CH3:24])[CH2:9][CH2:10][C:5]=2[N:4]([C@H:18]2[CH2:22][CH2:21][O:20][CH2:19]2)[N:3]=1. The yield is 0.870. (9) The catalyst is C1(C)C=CC=CC=1.C[Ir-4](Cl)(C)(C)(C)(C)C1C=CC=C1. The product is [F:19][C:4]1[C:5]([N:8]2[C:16](=[O:17])[C:15]3[C:10](=[CH:11][CH:12]=[CH:13][CH:14]=3)[C:9]2=[O:18])=[CH:6][CH:7]=[C:2]2[C:3]=1[CH:20]=[CH:21][NH:1]2. The yield is 0.330. The reactants are [NH2:1][C:2]1[CH:7]=[CH:6][C:5]([N:8]2[C:16](=[O:17])[C:15]3[C:10](=[CH:11][CH:12]=[CH:13][CH:14]=3)[C:9]2=[O:18])=[C:4]([F:19])[C:3]=1[CH2:20][CH2:21]O.C(=O)([O-])[O-].[K+].[K+]. (10) The reactants are Br[C:2]1[N:3]=[C:4]2[C:10]([C:11]([NH:13][C:14]([CH3:17])([CH3:16])[CH3:15])=[O:12])=[CH:9][N:8]([CH2:18][O:19][CH2:20][CH2:21][Si:22]([CH3:25])([CH3:24])[CH3:23])[C:5]2=[N:6][CH:7]=1.[CH3:26][N:27]1[CH:35]=[C:30]2[NH:31][CH2:32][CH2:33][CH2:34][C:29]2=[N:28]1.CC1(C)C2C(=C(P(C3C=CC=CC=3)C3C=CC=CC=3)C=CC=2)OC2C(P(C3C=CC=CC=3)C3C=CC=CC=3)=CC=CC1=2.C([O-])([O-])=O.[Cs+].[Cs+]. The catalyst is O1CCOCC1.C1C=CC(/C=C/C(/C=C/C2C=CC=CC=2)=O)=CC=1.C1C=CC(/C=C/C(/C=C/C2C=CC=CC=2)=O)=CC=1.C1C=CC(/C=C/C(/C=C/C2C=CC=CC=2)=O)=CC=1.[Pd].[Pd]. The product is [C:14]([NH:13][C:11]([C:10]1[C:4]2[C:5](=[N:6][CH:7]=[C:2]([N:31]3[CH2:32][CH2:33][CH2:34][C:29]4=[N:28][N:27]([CH3:26])[CH:35]=[C:30]34)[N:3]=2)[N:8]([CH2:18][O:19][CH2:20][CH2:21][Si:22]([CH3:25])([CH3:24])[CH3:23])[CH:9]=1)=[O:12])([CH3:17])([CH3:16])[CH3:15]. The yield is 0.990.